From a dataset of Full USPTO retrosynthesis dataset with 1.9M reactions from patents (1976-2016). Predict the reactants needed to synthesize the given product. (1) Given the product [C:12]([C:14](=[CH:1][C:3]1[CH:11]=[C:10]2[C:6]([CH:7]=[N:8][NH:9]2)=[CH:5][CH:4]=1)[C:15]([NH:17][CH:18]([CH3:20])[CH3:19])=[O:16])#[N:13], predict the reactants needed to synthesize it. The reactants are: [CH:1]([C:3]1[CH:11]=[C:10]2[C:6]([CH:7]=[N:8][NH:9]2)=[CH:5][CH:4]=1)=O.[C:12]([CH2:14][C:15]([NH:17][CH:18]([CH3:20])[CH3:19])=[O:16])#[N:13].C1CCN2C(=NCCC2)CC1. (2) Given the product [F:1][C:2]1[CH:3]=[C:4]2[C:8](=[CH:9][CH:10]=1)[NH:7][C:6](=[O:11])/[C:5]/2=[CH:12]\[C:14]1[NH:15][C:16]([CH3:28])=[C:17]([S:24]([CH3:27])(=[O:26])=[O:25])[C:18]=1[CH2:19][CH2:20][C:21]([OH:23])=[O:22], predict the reactants needed to synthesize it. The reactants are: [F:1][C:2]1[CH:3]=[C:4]2[C:8](=[CH:9][CH:10]=1)[NH:7][C:6](=[O:11])[CH2:5]2.[CH:12]([C:14]1[NH:15][C:16]([CH3:28])=[C:17]([S:24]([CH3:27])(=[O:26])=[O:25])[C:18]=1[CH2:19][CH2:20][C:21]([OH:23])=[O:22])=O.N1CCCCC1. (3) The reactants are: [NH2:1][C@@H:2]([CH3:6])[C:3]([OH:5])=[O:4].[OH-].[Na+].C1COCC1.[CH3:14][C:15]([O:18][C:19](O[C:19]([O:18][C:15]([CH3:17])([CH3:16])[CH3:14])=[O:20])=[O:20])([CH3:17])[CH3:16]. Given the product [C:15]([O:18][C:19]([NH:1][C@@H:2]([CH3:6])[C:3]([OH:5])=[O:4])=[O:20])([CH3:17])([CH3:16])[CH3:14], predict the reactants needed to synthesize it. (4) Given the product [C:1]([O:5][C:6](=[O:32])[NH:7][CH:8]1[CH2:13][CH2:12][N:11]([C:14]2[N:15]([CH3:31])[C:16](=[O:30])[C:17]([C:40]3[CH:41]=[CH:36][C:35]4[C:39]=3[CH:38]=[CH:37][O:33][CH:34]=4)=[C:18]([C:20]3[CH:25]=[CH:24][C:23]([C:26]#[N:27])=[C:22]([F:28])[CH:21]=3)[N:19]=2)[CH2:10][CH2:9]1)([CH3:4])([CH3:3])[CH3:2], predict the reactants needed to synthesize it. The reactants are: [C:1]([O:5][C:6](=[O:32])[NH:7][CH:8]1[CH2:13][CH2:12][N:11]([C:14]2[N:15]([CH3:31])[C:16](=[O:30])[C:17](Cl)=[C:18]([C:20]3[CH:25]=[CH:24][C:23]([C:26]#[N:27])=[C:22]([F:28])[CH:21]=3)[N:19]=2)[CH2:10][CH2:9]1)([CH3:4])([CH3:3])[CH3:2].[O:33]1[C:37]2[CH:38]=[CH:39][C:40](B(O)O)=[CH:41][C:36]=2[CH:35]=[CH:34]1.C([O-])([O-])=O.[Na+].[Na+]. (5) Given the product [N+:1]([O-:31])([O:3][C@@H:4]1[CH:21]2[C@:16]([CH3:22])([CH2:17][CH2:18][C:19](=[O:40])[CH2:20]2)[C@@H:15]2[C@H:6]([C@H:7]3[C@@:11]([CH2:13][CH2:14]2)([CH3:12])[C:10](=[O:23])[CH2:9][CH2:8]3)[CH2:5]1)=[O:2], predict the reactants needed to synthesize it. The reactants are: [N+:1]([O-:31])([O:3][C@@H:4]1[CH:21]2[C@:16]([CH3:22])([CH2:17][CH2:18][CH2:19][CH2:20]2)[C@@H:15]2[C@H:6]([C@H:7]3[C@@:11]([CH2:13][CH2:14]2)([CH3:12])[C:10]24OCCO[C:9]2(OCC[O:23]4)[CH2:8]3)[CH2:5]1)=[O:2].CC1C=CC(S(O)(=O)=[O:40])=CC=1.O.C([O-])(O)=O.[Na+]. (6) Given the product [NH2:18][C:17]1[CH:26]=[CH:27][C:14]([C:2]([C:4]2[CH:9]=[CH:8][C:7]([C:10]([F:13])([F:11])[F:12])=[CH:6][N:5]=2)([OH:1])[CH3:3])=[CH:15][C:16]=1[CH3:28], predict the reactants needed to synthesize it. The reactants are: [OH:1][C:2]([C:14]1[CH:27]=[CH:26][C:17]([NH:18]C(=O)OC(C)(C)C)=[C:16]([CH3:28])[CH:15]=1)([C:4]1[CH:9]=[CH:8][C:7]([C:10]([F:13])([F:12])[F:11])=[CH:6][N:5]=1)[CH3:3].FC(F)(F)C(O)=O.